From a dataset of Full USPTO retrosynthesis dataset with 1.9M reactions from patents (1976-2016). Predict the reactants needed to synthesize the given product. (1) Given the product [CH2:1]([N:8]([S:50]([C:53]1[CH:58]=[CH:57][C:56]([O:59][CH3:60])=[CH:55][CH:54]=1)(=[O:52])=[O:51])[NH:9][C:10]([C@@H:12]1[CH2:16][C@@H:15]([SH:17])[CH2:14][N:13]1[S:37]([C:40]1[CH:49]=[CH:48][C:47]2[C:42](=[CH:43][CH:44]=[CH:45][CH:46]=2)[CH:41]=1)(=[O:39])=[O:38])=[O:11])[C:2]1[CH:3]=[CH:4][CH:5]=[CH:6][CH:7]=1, predict the reactants needed to synthesize it. The reactants are: [CH2:1]([N:8]([S:50]([C:53]1[CH:58]=[CH:57][C:56]([O:59][CH3:60])=[CH:55][CH:54]=1)(=[O:52])=[O:51])[NH:9][C:10]([C@@H:12]1[CH2:16][C@@H:15]([S:17]C(C2C=CC=CC=2)(C2C=CC=CC=2)C2C=CC=CC=2)[CH2:14][N:13]1[S:37]([C:40]1[CH:49]=[CH:48][C:47]2[C:42](=[CH:43][CH:44]=[CH:45][CH:46]=2)[CH:41]=1)(=[O:39])=[O:38])=[O:11])[C:2]1[CH:7]=[CH:6][CH:5]=[CH:4][CH:3]=1.C([SiH](CC)CC)C. (2) Given the product [CH2:16]([O:15][C:13]([C:12]1[N:8]=[C:7]([C:2]2[CH:3]=[CH:4][CH:5]=[CH:6][N:1]=2)[S:9][CH:11]=1)=[O:14])[CH3:17], predict the reactants needed to synthesize it. The reactants are: [N:1]1[CH:6]=[CH:5][CH:4]=[CH:3][C:2]=1[C:7](=[S:9])[NH2:8].Br[CH2:11][C:12](=O)[C:13]([O:15][CH2:16][CH3:17])=[O:14]. (3) Given the product [CH3:1][C:2]1[O:6][C:5]([C:7]2[CH:12]=[CH:11][CH:10]=[CH:9][CH:8]=2)=[N:4][C:3]=1[CH2:13][CH2:14][CH2:15][C:16]1[CH:17]=[CH:18][C:19]([O:20][C:21]2([C:25]([O:27][CH2:28][CH3:29])=[O:26])[CH2:24][CH2:23][CH2:22]2)=[CH:30][CH:31]=1, predict the reactants needed to synthesize it. The reactants are: [CH3:1][C:2]1[O:6][C:5]([C:7]2[CH:12]=[CH:11][CH:10]=[CH:9][CH:8]=2)=[N:4][C:3]=1[CH2:13]/[CH:14]=[CH:15]/[C:16]1[CH:31]=[CH:30][C:19]([O:20][C:21]2([C:25]([O:27][CH2:28][CH3:29])=[O:26])[CH2:24][CH2:23][CH2:22]2)=[CH:18][CH:17]=1.[H][H]. (4) Given the product [CH3:20][N:21]1[C:25]([Cl:26])=[C:24]([C:27]([OH:28])=[C:3]([C:4]2[N:5]=[C:6]([C:9]3[CH:14]=[CH:13][CH:12]=[CH:11][CH:10]=3)[S:7][CH:8]=2)[C:1]#[N:2])[C:23]([Cl:30])=[N:22]1, predict the reactants needed to synthesize it. The reactants are: [C:1]([CH2:3][C:4]1[N:5]=[C:6]([C:9]2[CH:14]=[CH:13][CH:12]=[CH:11][CH:10]=2)[S:7][CH:8]=1)#[N:2].C([Li])CCC.[CH3:20][N:21]1[C:25]([Cl:26])=[C:24]([C:27](Cl)=[O:28])[C:23]([Cl:30])=[N:22]1.Cl. (5) Given the product [CH2:13]([S:17]([NH:5][CH2:4][CH2:3][O:2][CH3:1])(=[O:19])=[O:18])[CH2:14][CH2:15][CH3:16], predict the reactants needed to synthesize it. The reactants are: [CH3:1][O:2][CH2:3][CH2:4][NH2:5].C(N(CC)CC)C.[CH2:13]([S:17](Cl)(=[O:19])=[O:18])[CH2:14][CH2:15][CH3:16]. (6) Given the product [Cl:1][C:2]1[CH:3]=[C:4]([CH2:9][S:10]([NH:13][C:14]2[C:19]([O:20][CH3:21])=[CH:18][C:17]([S:22][CH2:26][CH2:27][CH3:28])=[CH:16][N:15]=2)(=[O:11])=[O:12])[CH:5]=[C:6]([Cl:8])[CH:7]=1, predict the reactants needed to synthesize it. The reactants are: [Cl:1][C:2]1[CH:3]=[C:4]([CH2:9][S:10]([NH:13][C:14]2[C:19]([O:20][CH3:21])=[CH:18][C:17]([S:22]C(C)C)=[CH:16][N:15]=2)(=[O:12])=[O:11])[CH:5]=[C:6]([Cl:8])[CH:7]=1.[CH2:26](S)[CH2:27][CH3:28].CC(S)C.